From a dataset of Full USPTO retrosynthesis dataset with 1.9M reactions from patents (1976-2016). Predict the reactants needed to synthesize the given product. (1) Given the product [C:12]([N:15]1[C:24]2[C:19](=[CH:20][C:21]([C:6]3[CH:7]=[CH:8][C:3]([CH:1]=[O:2])=[CH:4][CH:5]=3)=[CH:22][CH:23]=2)[C@H:18]([NH:26][C:27]2[CH:32]=[CH:31][CH:30]=[CH:29][CH:28]=2)[CH2:17][C@@H:16]1[CH2:33][CH3:34])(=[O:14])[CH3:13], predict the reactants needed to synthesize it. The reactants are: [CH:1]([C:3]1[CH:8]=[CH:7][C:6](B(O)O)=[CH:5][CH:4]=1)=[O:2].[C:12]([N:15]1[C:24]2[C:19](=[CH:20][C:21](Br)=[CH:22][CH:23]=2)[C@H:18]([NH:26][C:27]2[CH:32]=[CH:31][CH:30]=[CH:29][CH:28]=2)[CH2:17][C@@H:16]1[CH2:33][CH3:34])(=[O:14])[CH3:13].C(=O)([O-])[O-].[K+].[K+]. (2) Given the product [CH2:1]([O:3][C:4](=[O:14])[CH2:5][O:6][C:7]1[CH:12]=[CH:11][CH:10]=[CH:9][C:8]=1[C:19]#[C:18][CH2:17][O:16][CH3:15])[CH3:2], predict the reactants needed to synthesize it. The reactants are: [CH2:1]([O:3][C:4](=[O:14])[CH2:5][O:6][C:7]1[CH:12]=[CH:11][CH:10]=[CH:9][C:8]=1I)[CH3:2].[CH3:15][O:16][CH2:17][C:18]#[CH:19].CCN(CC)CC. (3) Given the product [CH2:28]([N:13]([CH2:11][CH3:12])[CH2:14][CH2:15][CH2:16][C:17]1[CH:18]=[C:19]2[C:23](=[CH:24][CH:25]=1)[NH:22][C:21]([CH:26]=[C:3]1[C:4]3[C:9](=[CH:8][CH:7]=[CH:6][CH:5]=3)[NH:1][C:2]1=[O:10])=[CH:20]2)[CH3:29], predict the reactants needed to synthesize it. The reactants are: [NH:1]1[C:9]2[C:4](=[CH:5][CH:6]=[CH:7][CH:8]=2)[CH2:3][C:2]1=[O:10].[CH2:11]([N:13]([CH2:28][CH3:29])[CH2:14][CH2:15][CH2:16][C:17]1[CH:18]=[C:19]2[C:23](=[CH:24][CH:25]=1)[NH:22][C:21]([CH:26]=O)=[CH:20]2)[CH3:12].N1CCCCC1. (4) Given the product [NH2:26][C:22]1[CH:21]=[CH:20][CH:19]=[C:18]2[C:23]=1[C:24](=[O:25])[C:6]1([NH:5][C:3](=[O:4])[CH:2]([Cl:30])[Cl:1])[C:10]3[CH:11]=[CH:12][C:13]([CH:15]([CH3:17])[CH3:16])=[CH:14][C:9]=3[O:8][C:7]12[OH:29], predict the reactants needed to synthesize it. The reactants are: [Cl:1][CH:2]([Cl:30])[C:3]([NH:5][C:6]12[C:24](=[O:25])[C:23]3[C:18](=[CH:19][CH:20]=[CH:21][C:22]=3[N+:26]([O-])=O)[C:7]1([OH:29])[O:8][C:9]1[CH:14]=[C:13]([CH:15]([CH3:17])[CH3:16])[CH:12]=[CH:11][C:10]=12)=[O:4].O. (5) Given the product [F:21][C:22]1[N:27]=[CH:26][C:25]([C:2]2[CH:7]=[CH:6][C:5]([N:8]3[C:16]4[C:15]([OH:17])=[C:14]([C:18]#[N:19])[C:13](=[O:20])[NH:12][C:11]=4[CH:10]=[CH:9]3)=[CH:4][CH:3]=2)=[CH:24][CH:23]=1, predict the reactants needed to synthesize it. The reactants are: Br[C:2]1[CH:7]=[CH:6][C:5]([N:8]2[C:16]3[C:15]([OH:17])=[C:14]([C:18]#[N:19])[C:13](=[O:20])[NH:12][C:11]=3[CH:10]=[CH:9]2)=[CH:4][CH:3]=1.[F:21][C:22]1[N:27]=[CH:26][C:25](B(O)O)=[CH:24][CH:23]=1.C(=O)([O-])[O-].[Cs+].[Cs+].O1CCOCC1. (6) Given the product [N:1]([CH2:4][C@H:5]1[CH2:10][NH:9][C:8]2[CH:11]=[CH:12][CH:13]=[C:14]([C:19]3[CH:20]=[CH:21][CH:22]=[CH:23][C:18]=3[C:17]([F:28])([F:27])[F:16])[C:7]=2[O:6]1)=[N+:2]=[N-:3], predict the reactants needed to synthesize it. The reactants are: [N:1]([CH2:4][C@@H:5]1[CH2:10][NH:9][C:8]2[CH:11]=[CH:12][CH:13]=[C:14](Br)[C:7]=2[O:6]1)=[N+:2]=[N-:3].[F:16][C:17]([F:28])([F:27])[C:18]1[CH:23]=[CH:22][CH:21]=[CH:20][C:19]=1B(O)O. (7) Given the product [F:35][C:23]1[CH:22]=[C:21]([N:6]2[C:5]3[CH2:8][CH2:9][O:10][CH2:11][C:4]=3[C:3]([C:2]([F:12])([F:1])[F:13])=[N:7]2)[CH:26]=[CH:25][C:24]=1[CH2:27][C:28](=[O:29])[N:30]1[CH2:31][CH2:32][CH2:33][CH2:34]1, predict the reactants needed to synthesize it. The reactants are: [F:1][C:2]([F:13])([F:12])[C:3]1[C:4]2[CH2:11][O:10][CH2:9][CH2:8][C:5]=2[NH:6][N:7]=1.C(=O)([O-])[O-].[K+].[K+].Br[C:21]1[CH:26]=[CH:25][C:24]([CH2:27][C:28]([N:30]2[CH2:34][CH2:33][CH2:32][CH2:31]2)=[O:29])=[C:23]([F:35])[CH:22]=1.CN(C)CC(O)=O.